Task: Regression. Given two drug SMILES strings and cell line genomic features, predict the synergy score measuring deviation from expected non-interaction effect.. Dataset: NCI-60 drug combinations with 297,098 pairs across 59 cell lines (1) Drug 1: CC1=CC2C(CCC3(C2CCC3(C(=O)C)OC(=O)C)C)C4(C1=CC(=O)CC4)C. Drug 2: C1CNP(=O)(OC1)N(CCCl)CCCl. Cell line: MOLT-4. Synergy scores: CSS=4.02, Synergy_ZIP=-0.555, Synergy_Bliss=3.73, Synergy_Loewe=1.43, Synergy_HSA=2.60. (2) Drug 1: CC1C(C(=O)NC(C(=O)N2CCCC2C(=O)N(CC(=O)N(C(C(=O)O1)C(C)C)C)C)C(C)C)NC(=O)C3=C4C(=C(C=C3)C)OC5=C(C(=O)C(=C(C5=N4)C(=O)NC6C(OC(=O)C(N(C(=O)CN(C(=O)C7CCCN7C(=O)C(NC6=O)C(C)C)C)C)C(C)C)C)N)C. Drug 2: C1CC(C1)(C(=O)O)C(=O)O.[NH2-].[NH2-].[Pt+2]. Cell line: ACHN. Synergy scores: CSS=33.7, Synergy_ZIP=-6.23, Synergy_Bliss=-3.07, Synergy_Loewe=2.76, Synergy_HSA=1.95. (3) Drug 1: C(CC(=O)O)C(=O)CN.Cl. Drug 2: CN(C(=O)NC(C=O)C(C(C(CO)O)O)O)N=O. Cell line: SW-620. Synergy scores: CSS=2.87, Synergy_ZIP=-2.08, Synergy_Bliss=-0.143, Synergy_Loewe=-8.83, Synergy_HSA=-3.00.